Dataset: Peptide-MHC class I binding affinity with 185,985 pairs from IEDB/IMGT. Task: Regression. Given a peptide amino acid sequence and an MHC pseudo amino acid sequence, predict their binding affinity value. This is MHC class I binding data. The peptide sequence is AEPPFGDSYV. The MHC is HLA-B44:02 with pseudo-sequence HLA-B44:02. The binding affinity (normalized) is 0.382.